Predict the reactants needed to synthesize the given product. From a dataset of Full USPTO retrosynthesis dataset with 1.9M reactions from patents (1976-2016). (1) Given the product [F:38][C:39]1[CH:40]=[C:41]([C:2]2[CH:7]=[CH:6][N:5]3[C:8]([C:11](=[O:12])[NH:13][C:14]4[CH:19]=[C:18]([C:20](=[O:36])[NH:21][CH2:22][C:23]5[CH:28]=[CH:27][CH:26]=[CH:25][C:24]=5[N:29]5[CH2:30][CH2:31][N:32]([CH3:35])[CH2:33][CH2:34]5)[CH:17]=[CH:16][C:15]=4[F:37])=[CH:9][N:10]=[C:4]3[CH:3]=2)[CH:42]=[CH:43][C:44]=1[C:45]([O:47][CH3:48])=[O:46], predict the reactants needed to synthesize it. The reactants are: Br[C:2]1[CH:7]=[CH:6][N:5]2[C:8]([C:11]([NH:13][C:14]3[CH:19]=[C:18]([C:20](=[O:36])[NH:21][CH2:22][C:23]4[CH:28]=[CH:27][CH:26]=[CH:25][C:24]=4[N:29]4[CH2:34][CH2:33][N:32]([CH3:35])[CH2:31][CH2:30]4)[CH:17]=[CH:16][C:15]=3[F:37])=[O:12])=[CH:9][N:10]=[C:4]2[CH:3]=1.[F:38][C:39]1[CH:40]=[C:41](B(O)O)[CH:42]=[CH:43][C:44]=1[C:45]([O:47][CH3:48])=[O:46]. (2) Given the product [CH2:22]([N:11]([CH2:10][C:7]1[CH:8]=[CH:9][C:4]([C:3]([O:2][CH3:1])=[O:29])=[CH:5][CH:6]=1)[S:12]([C:15]1[CH:20]=[CH:19][C:18]([O:45][CH2:44][CH3:43])=[CH:17][CH:16]=1)(=[O:14])=[O:13])[C:23]1[CH:28]=[CH:27][CH:26]=[CH:25][CH:24]=1, predict the reactants needed to synthesize it. The reactants are: [CH3:1][O:2][C:3](=[O:29])[C:4]1[CH:9]=[CH:8][C:7]([CH2:10][N:11]([CH2:22][C:23]2[CH:28]=[CH:27][CH:26]=[CH:25][CH:24]=2)[S:12]([C:15]2[CH:20]=[CH:19][C:18](Cl)=[CH:17][CH:16]=2)(=[O:14])=[O:13])=[CH:6][CH:5]=1.Cl.C(NCC1C=C[C:43]([C:44](OC)=[O:45])=CC=1)C1C=CC=CC=1.C(OC1C=CC(S(Cl)(=O)=O)=CC=1)C. (3) Given the product [CH2:1]([O:8][NH:9][C@H:10]1[CH2:15][N:14]([C:16]([O:18][C:19]([CH3:20])([CH3:21])[CH3:22])=[O:17])[C@H:13]([C:23]([N:28]2[CH2:29][CH2:30][O:26][C:27]2=[S:31])=[O:25])[CH2:12][CH2:11]1)[C:2]1[CH:3]=[CH:4][CH:5]=[CH:6][CH:7]=1, predict the reactants needed to synthesize it. The reactants are: [CH2:1]([O:8][NH:9][C@H:10]1[CH2:15][N:14]([C:16]([O:18][C:19]([CH3:22])([CH3:21])[CH3:20])=[O:17])[C@H:13]([C:23]([OH:25])=O)[CH2:12][CH2:11]1)[C:2]1[CH:7]=[CH:6][CH:5]=[CH:4][CH:3]=1.[O:26]1[CH2:30][CH2:29][NH:28][C:27]1=[S:31].Cl.C(N=C=NCCCN(C)C)C. (4) Given the product [NH:8]1[CH2:13][CH2:12][CH:11]([C:14]2[CH:15]=[CH:16][C:17]([CH2:20][N:21]3[CH2:26][CH2:25][O:24][CH2:23][CH2:22]3)=[CH:18][CH:19]=2)[CH2:10][CH2:9]1, predict the reactants needed to synthesize it. The reactants are: C(OC([N:8]1[CH2:13][CH2:12][CH:11]([C:14]2[CH:19]=[CH:18][C:17]([CH2:20][N:21]3[CH2:26][CH2:25][O:24][CH2:23][CH2:22]3)=[CH:16][CH:15]=2)[CH2:10][CH2:9]1)=O)(C)(C)C.C(O)(C(F)(F)F)=O. (5) Given the product [CH2:1]([O:3][C:4]([N:6]1[CH2:11][CH2:10][C@H:9]([C:12]2[CH:13]=[C:14]([C:18]3[CH:19]=[CH:20][CH:21]=[CH:22][CH:23]=3)[CH:15]=[CH:16][CH:17]=2)[C@@H:8]([O:24][CH2:28][C:29]2[CH:34]=[CH:33][C:32]([CH3:35])=[CH:31][C:30]=2[O:36][CH2:37][CH2:38][CH2:39][O:40][CH3:41])[CH2:7]1)=[O:5])[CH3:2], predict the reactants needed to synthesize it. The reactants are: [CH2:1]([O:3][C:4]([N:6]1[CH2:11][CH2:10][C@H:9]([C:12]2[CH:13]=[C:14]([C:18]3[CH:23]=[CH:22][CH:21]=[CH:20][CH:19]=3)[CH:15]=[CH:16][CH:17]=2)[C@@H:8]([OH:24])[CH2:7]1)=[O:5])[CH3:2].[H-].[Na+].Br[CH2:28][C:29]1[CH:34]=[CH:33][C:32]([CH3:35])=[CH:31][C:30]=1[O:36][CH2:37][CH2:38][CH2:39][O:40][CH3:41].O.